From a dataset of Forward reaction prediction with 1.9M reactions from USPTO patents (1976-2016). Predict the product of the given reaction. (1) Given the reactants [Br:1][C:2]1[CH:13]=[C:12]([F:14])[CH:11]=[CH:10][C:3]=1[O:4][CH:5]([CH3:9])[C:6](=O)[CH3:7].S(=O)(=O)(O)O, predict the reaction product. The product is: [Br:1][C:2]1[C:3]2[O:4][C:5]([CH3:9])=[C:6]([CH3:7])[C:10]=2[CH:11]=[C:12]([F:14])[CH:13]=1. (2) Given the reactants [NH:1]1[CH:5]=[C:4]([C:6]([O:8]CC)=O)[CH:3]=[N:2]1.[CH3:11]CN(C(C)C)C(C)C.[NH2:20][CH2:21][C:22]1[CH:23]=[CH:24][C:25]([NH:29][C:30](=[O:36])[O:31][C:32]([CH3:35])([CH3:34])[CH3:33])=[N:26][C:27]=1[CH3:28].CCCP(=O)=O, predict the reaction product. The product is: [NH:2]1[CH:3]=[C:4]([C:6]([NH:20][CH2:21][C:22]2[C:23]([CH3:11])=[CH:24][C:25]([NH:29][C:30](=[O:36])[O:31][C:32]([CH3:33])([CH3:35])[CH3:34])=[N:26][C:27]=2[CH3:28])=[O:8])[CH:5]=[N:1]1.